From a dataset of Full USPTO retrosynthesis dataset with 1.9M reactions from patents (1976-2016). Predict the reactants needed to synthesize the given product. (1) Given the product [C:31]([C:35]1[CH:40]=[C:39]([C:41]([CH3:44])([CH3:43])[CH3:42])[CH:38]=[C:37]([C:45]([CH3:49])=[CH:46][CH:47]=[C:10]([S:7]([C:1]2[CH:2]=[CH:3][CH:4]=[CH:5][CH:6]=2)(=[O:9])=[O:8])[F:11])[C:36]=1[O:50][CH2:51][CH:52]([F:53])[F:54])([CH3:32])([CH3:33])[CH3:34], predict the reactants needed to synthesize it. The reactants are: [C:1]1([S:7]([CH2:10][F:11])(=[O:9])=[O:8])[CH:6]=[CH:5][CH:4]=[CH:3][CH:2]=1.P(Cl)(OCC)(OCC)=O.C[Si](C)(C)N[Si](C)(C)C.[Li].[C:31]([C:35]1[C:36]([O:50][CH2:51][CH:52]([F:54])[F:53])=[C:37]([C:45]([CH3:49])=[CH:46][CH:47]=O)[CH:38]=[C:39]([C:41]([CH3:44])([CH3:43])[CH3:42])[CH:40]=1)([CH3:34])([CH3:33])[CH3:32]. (2) Given the product [CH3:1][O:2][CH:3]1[CH2:6][N:5]([C:7]([N:9]2[CH2:14][CH:13]([C:15]3[CH:20]=[CH:19][C:18]([C:21]([F:24])([F:23])[F:22])=[CH:17][CH:16]=3)[CH2:12][CH:11]([C:25]3[O:26][N:32]=[C:30]([CH3:31])[N:29]=3)[CH2:10]2)=[O:8])[CH2:4]1, predict the reactants needed to synthesize it. The reactants are: [CH3:1][O:2][CH:3]1[CH2:6][N:5]([C:7]([N:9]2[CH2:14][CH:13]([C:15]3[CH:20]=[CH:19][C:18]([C:21]([F:24])([F:23])[F:22])=[CH:17][CH:16]=3)[CH2:12][CH:11]([C:25](O)=[O:26])[CH2:10]2)=[O:8])[CH2:4]1.O[N:29]=[C:30]([NH2:32])[CH3:31]. (3) Given the product [NH2:23][C@H:28]([C:29]([OH:31])=[O:30])[CH2:125][C:123]1[CH:124]=[CH:119][C:120]([OH:147])=[CH:121][CH:122]=1, predict the reactants needed to synthesize it. The reactants are: C(O)C(N)(CO)CO.Cl.[Na+].[Cl-].C([N:23]([CH2:28][C:29]([OH:31])=[O:30])CC(O)=O)C[N:23](CC(O)=O)[CH2:28][C:29]([OH:31])=[O:30].[F-].[Na+].C1C(CCN)=CC=C(S(F)(=O)=O)C=1.CC(C[C@H](NC([C@@H](O)[C@H](N)CC1C=CC=CC=1)=O)C(O)=O)C.CC(C[C@H](NC(C)=O)C(N[C@H](C(N[C@H](C(O)=O)CCCN=C(N)N)=O)CC(C)C)=O)C.C[C@H](NC([CH2:119][C@H:120]([OH:147])[C@@H:121](NC([C@@H](NC([C@@H](NC(CC(C)C)=O)C(C)C)=O)C(C)C)=O)[CH2:122][CH:123]([CH3:125])[CH3:124])=O)C(N[C@H:121]([C@@H:120]([OH:147])[CH2:119]C(O)=O)[CH2:122][CH:123]([CH3:125])[CH3:124])=O. (4) Given the product [Cl:14][C:7]1[CH:8]=[CH:9][C:10]([O:12][CH3:13])=[CH:11][C:6]=1[CH:4]([CH3:5])[CH:3]=[O:2], predict the reactants needed to synthesize it. The reactants are: C[O:2][C:3](=O)[CH:4]([C:6]1[CH:11]=[C:10]([O:12][CH3:13])[CH:9]=[CH:8][C:7]=1[Cl:14])[CH3:5].[H-].C([Al+]CC(C)C)C(C)C.CO.C(C(C(C([O-])=O)O)O)([O-])=O.[Na+].[K+].